This data is from Forward reaction prediction with 1.9M reactions from USPTO patents (1976-2016). The task is: Predict the product of the given reaction. (1) The product is: [C:10]([O:37][C:38]([CH:40]1[CH2:13][CH2:12][C:11](=[O:14])[CH:10]([CH2:15][N:16]=[N+:17]=[N-:18])[CH2:9]1)=[O:39])([CH3:15])([CH3:11])[CH3:9]. Given the reactants C(OC(N1[CH2:13][CH2:12][CH:11]([OH:14])[CH:10]([CH2:15][N:16]=[N+:17]=[N-:18])[CH2:9]1)=O)(C)(C)C.[CH3:40][C:38]([O:37]I1([O:37][C:38]([CH3:40])=[O:39])([O:37][C:38]([CH3:40])=[O:39])[O:37][C:38](=[O:39])[C:40]2C=CC=CC1=2)=[O:39], predict the reaction product. (2) Given the reactants [C:1]1([CH:7]([C:37]2[CH:42]=[CH:41][CH:40]=[CH:39][CH:38]=2)[CH2:8][NH:9][C:10]2[N:18]=[C:17]([C:19]([O:21][CH2:22][CH3:23])=[O:20])[N:16]=[C:15]3[C:11]=2[N:12]=[CH:13][N:14]3[C@H:24]2[C@@H:28]3[O:29][C:30]([CH3:33])([CH3:32])[O:31][C@@H:27]3[C@@H:26]([C:34](O)=[O:35])[O:25]2)[CH:6]=[CH:5][CH:4]=[CH:3][CH:2]=1.C(N1C=CN=C1)([N:45]1[CH:49]=[CH:48]N=C1)=O.C(N)C.O, predict the reaction product. The product is: [CH2:49]([NH:45][C:34]([C@@H:26]1[C@H:27]2[O:31][C:30]([CH3:33])([CH3:32])[O:29][C@H:28]2[C@H:24]([N:14]2[CH:13]=[N:12][C:11]3[C:15]2=[N:16][C:17]([C:19]([O:21][CH2:22][CH3:23])=[O:20])=[N:18][C:10]=3[NH:9][CH2:8][CH:7]([C:37]2[CH:38]=[CH:39][CH:40]=[CH:41][CH:42]=2)[C:1]2[CH:6]=[CH:5][CH:4]=[CH:3][CH:2]=2)[O:25]1)=[O:35])[CH3:48]. (3) Given the reactants [CH3:1][O:2][C:3]1[CH:12]=[C:11]2[C:6]([CH:7]=[CH:8][C:9](=[O:16])[N:10]2[CH2:13][CH:14]=O)=[CH:5][CH:4]=1.[C:17]([O:21][C:22](=[O:41])[N:23]([CH2:30][C:31]1[CH:40]=[CH:39][C:34]2[O:35][CH2:36][CH2:37][O:38][C:33]=2[CH:32]=1)[CH:24]1[CH2:29][CH2:28][NH:27][CH2:26][CH2:25]1)([CH3:20])([CH3:19])[CH3:18].C(O[BH-](OC(=O)C)OC(=O)C)(=O)C.[Na+].C(=O)([O-])O.[Na+], predict the reaction product. The product is: [C:17]([O:21][C:22](=[O:41])[N:23]([CH2:30][C:31]1[CH:40]=[CH:39][C:34]2[O:35][CH2:36][CH2:37][O:38][C:33]=2[CH:32]=1)[CH:24]1[CH2:29][CH2:28][N:27]([CH2:14][CH2:13][N:10]2[C:11]3[C:6](=[CH:5][CH:4]=[C:3]([O:2][CH3:1])[CH:12]=3)[CH:7]=[CH:8][C:9]2=[O:16])[CH2:26][CH2:25]1)([CH3:20])([CH3:18])[CH3:19]. (4) Given the reactants [OH:1][C:2]([C:4](F)(F)F)=O.[NH:8]1[CH2:11][CH:10]([C:12]2[CH:33]=[CH:32][C:15]3[C:16]4[N:17]=[C:18]([C:24]5[N:25]([CH:29]([CH3:31])[CH3:30])[N:26]=[CH:27][N:28]=5)[S:19][C:20]=4[CH2:21][CH2:22][O:23][C:14]=3[CH:13]=2)[CH2:9]1.ClCC[S:37](Cl)(=[O:39])=[O:38].C(N(CC)CC)C, predict the reaction product. The product is: [CH:29]([N:25]1[C:24]([C:18]2[S:19][C:20]3[CH2:21][CH2:22][O:23][C:14]4[CH:13]=[C:12]([CH:10]5[CH2:11][N:8]([S:37]([CH2:4][CH2:2][OH:1])(=[O:39])=[O:38])[CH2:9]5)[CH:33]=[CH:32][C:15]=4[C:16]=3[N:17]=2)=[N:28][CH:27]=[N:26]1)([CH3:31])[CH3:30].